From a dataset of Full USPTO retrosynthesis dataset with 1.9M reactions from patents (1976-2016). Predict the reactants needed to synthesize the given product. (1) Given the product [C:46]([O:45][C@H:14]1[CH2:13][CH2:12][C@H:11]2[C@H:10]3[C@H:19]([C@@H:18]([CH2:23][CH2:24][CH2:25][CH2:26][CH2:27][CH2:28][CH2:29][CH2:30][CH2:31][S:32]([CH2:35][CH2:36][CH2:37][C:38]([F:43])([F:44])[C:39]([F:40])([F:41])[F:42])(=[O:33])=[O:34])[CH2:17][C@:15]12[CH3:16])[C:20]1[CH:21]=[CH:22][C:5]([OH:4])=[CH:6][C:7]=1[CH2:8][CH2:9]3)(=[O:48])[CH3:47], predict the reactants needed to synthesize it. The reactants are: C([O:4][C:5]1[CH:22]=[CH:21][C:20]2[C@@H:19]3[C@H:10]([C@H:11]4[C@@:15]([CH2:17][C@@H:18]3[CH2:23][CH2:24][CH2:25][CH2:26][CH2:27][CH2:28][CH2:29][CH2:30][CH2:31][S:32]([CH2:35][CH2:36][CH2:37][C:38]([F:44])([F:43])[C:39]([F:42])([F:41])[F:40])(=[O:34])=[O:33])([CH3:16])[C@@H:14]([O:45][C:46](=[O:48])[CH3:47])[CH2:13][CH2:12]4)[CH2:9][CH2:8][C:7]=2[CH:6]=1)(=O)C.O.C(=O)(O)[O-].[K+].Cl. (2) The reactants are: [CH:1]([C:3]1[CH:4]=[C:5]([B:9]([OH:11])[OH:10])[CH:6]=[CH:7][CH:8]=1)=O.[CH3:12][N:13]1[CH2:18][CH2:17][NH:16][CH2:15][CH2:14]1.C(O)(=O)C.[BH-](OC(C)=O)(OC(C)=O)OC(C)=O.[Na+]. Given the product [CH3:12][N:13]1[CH2:18][CH2:17][N:16]([CH2:1][C:3]2[CH:4]=[C:5]([B:9]([OH:11])[OH:10])[CH:6]=[CH:7][CH:8]=2)[CH2:15][CH2:14]1, predict the reactants needed to synthesize it.